From a dataset of Catalyst prediction with 721,799 reactions and 888 catalyst types from USPTO. Predict which catalyst facilitates the given reaction. (1) The catalyst class is: 459. Product: [Cl:1][C:2]1[CH:3]=[C:4]([F:11])[C:5]([C:8]([O:10][CH3:12])=[O:9])=[N:6][CH:7]=1. Reactant: [Cl:1][C:2]1[CH:3]=[C:4]([F:11])[C:5]([C:8]([OH:10])=[O:9])=[N:6][CH:7]=1.[CH3:12][Si](C=[N+]=[N-])(C)C. (2) Reactant: [Cl:1][C:2]1[N:7]=[C:6](Cl)[C:5](F)=[CH:4][N:3]=1.[N+:10]([C:13]1[CH:14]=[C:15]([OH:19])[CH:16]=[CH:17][CH:18]=1)([O-:12])=[O:11].[C:20]([O-])([O-])=[O:21].[K+].[K+].O. Product: [Cl:1][C:2]1[N:7]=[C:6]([O:19][C:15]2[CH:16]=[CH:17][CH:18]=[C:13]([N+:10]([O-:12])=[O:11])[CH:14]=2)[C:5]([O:21][CH3:20])=[CH:4][N:3]=1. The catalyst class is: 3. (3) Reactant: [NH2:1][CH2:2][CH2:3][NH:4][C:5]1[CH:17]=[CH:16][C:8]([C:9]([O:11][C:12]([CH3:15])([CH3:14])[CH3:13])=[O:10])=[CH:7][CH:6]=1.[CH3:18][N:19]1[CH:23]=[C:22]([S:24](Cl)(=[O:26])=[O:25])[N:21]=[CH:20]1.S(Cl)(Cl)(=O)=O.CCN(C(C)C)C(C)C. Product: [CH3:18][N:19]1[CH:23]=[C:22]([S:24]([NH:1][CH2:2][CH2:3][NH:4][C:5]2[CH:17]=[CH:16][C:8]([C:9]([O:11][C:12]([CH3:13])([CH3:14])[CH3:15])=[O:10])=[CH:7][CH:6]=2)(=[O:26])=[O:25])[N:21]=[CH:20]1. The catalyst class is: 23. (4) Reactant: N(C(OCC)=O)=NC(OCC)=[O:4].OC1C=C(C=CC=1)C(OCC)=O.OC1CCOC1.[C:31]1([P:37]([C:44]2[CH:49]=[CH:48][CH:47]=[CH:46][CH:45]=2)[C:38]2[CH:43]=[CH:42][CH:41]=[CH:40][CH:39]=2)[CH:36]=[CH:35][CH:34]=[CH:33][CH:32]=1. Product: [C:44]1([P:37](=[O:4])([C:31]2[CH:32]=[CH:33][CH:34]=[CH:35][CH:36]=2)[C:38]2[CH:43]=[CH:42][CH:41]=[CH:40][CH:39]=2)[CH:45]=[CH:46][CH:47]=[CH:48][CH:49]=1. The catalyst class is: 1.